Dataset: Retrosynthesis with 50K atom-mapped reactions and 10 reaction types from USPTO. Task: Predict the reactants needed to synthesize the given product. (1) The reactants are: CC(C)(C)OC(=O)COc1ccc(CC=O)cc1.CC(N)C(O)c1ccc(O)cc1. Given the product CC(NCCc1ccc(OCC(=O)OC(C)(C)C)cc1)C(O)c1ccc(O)cc1, predict the reactants needed to synthesize it. (2) The reactants are: Cc1c(C)c(C)c2[nH]c(C(O)CO[Si](C)(C)C(C)(C)C)nc2c1C.O=C=Nc1ccc(Cl)c(Cl)c1. Given the product Cc1c(C)c(C)c2[nH]c(C(CO[Si](C)(C)C(C)(C)C)OC(=O)Nc3ccc(Cl)c(Cl)c3)nc2c1C, predict the reactants needed to synthesize it. (3) Given the product CCCc1c(Cc2ccc(-c3ccccc3-c3noc(=O)[nH]3)cc2)c(=O)n([C@H]2CC[C@H](OCC(=O)C(F)(F)F)CC2)c2ccnn12, predict the reactants needed to synthesize it. The reactants are: CCCc1c(Cc2ccc(-c3ccccc3-c3noc(=O)[nH]3)cc2)c(=O)n([C@H]2CC[C@H](OCC(O)C(F)(F)F)CC2)c2ccnn12. (4) Given the product COc1ccc(C(=O)c2cn(Cc3cccc(C(F)(F)F)n3)c3ccccc3c2=O)cc1F, predict the reactants needed to synthesize it. The reactants are: COc1ccc(C(=O)c2c[nH]c3ccccc3c2=O)cc1F.FC(F)(F)c1cccc(CBr)n1.